This data is from Reaction yield outcomes from USPTO patents with 853,638 reactions. The task is: Predict the reaction yield, written as a fraction of the theoretical maximum amount of product (1.0 means a 100% yield; for example, 0.34 means a 34% yield). (1) The reactants are [Cl:1][C:2]1[N:7]=[CH:6][C:5]([C:8](Cl)=[O:9])=[CH:4][CH:3]=1.O[NH:12][C:13](=[NH:18])[C:14]([CH3:17])([CH3:16])[CH3:15]. The catalyst is C1(C)C=CC=CC=1. The product is [C:14]([C:13]1[N:18]=[C:8]([C:5]2[CH:4]=[CH:3][C:2]([Cl:1])=[N:7][CH:6]=2)[O:9][N:12]=1)([CH3:17])([CH3:16])[CH3:15]. The yield is 0.810. (2) The reactants are [NH:1]1[C:11]2[C:6](=[CH:7][CH:8]=[CH:9][CH:10]=2)[C:4](=[O:5])[C:2]1=[O:3].[H-].[Na+].[Cl:14][C:15]1[S:16][C:17]([CH2:20]Cl)=[CH:18][CH:19]=1. The catalyst is O1CCOCC1. The product is [Cl:14][C:15]1[S:16][C:17]([CH2:20][N:1]2[C:11]3[C:6](=[CH:7][CH:8]=[CH:9][CH:10]=3)[C:4](=[O:5])[C:2]2=[O:3])=[CH:18][CH:19]=1. The yield is 0.220. (3) The reactants are [CH2:1]([C:3]1[C:11]([CH2:12][OH:13])=[C:6]2[CH:7]=[CH:8][CH:9]=[CH:10][N:5]2[N:4]=1)[CH3:2]. The catalyst is O1CCCC1.O=[Mn]=O. The product is [CH2:1]([C:3]1[C:11]([CH:12]=[O:13])=[C:6]2[CH:7]=[CH:8][CH:9]=[CH:10][N:5]2[N:4]=1)[CH3:2]. The yield is 0.980. (4) The reactants are C([O:9][C@H:10]1[CH2:13][C@H:12]([C:14]2[CH:19]=[CH:18][CH:17]=[CH:16][CH:15]=2)[CH2:11]1)(=O)C1C=CC=CC=1.[Li+].[OH-]. The catalyst is CO. The product is [C:14]1([C@H:12]2[CH2:11][C@H:10]([OH:9])[CH2:13]2)[CH:19]=[CH:18][CH:17]=[CH:16][CH:15]=1. The yield is 0.930.